Dataset: Full USPTO retrosynthesis dataset with 1.9M reactions from patents (1976-2016). Task: Predict the reactants needed to synthesize the given product. (1) Given the product [F:22][C:23]1[CH:30]=[CH:29][CH:28]=[C:27]([F:31])[C:24]=1[CH2:25][O:26][C:10]1[CH:11]=[C:6]([O:5][CH2:1][C:2]#[C:3][CH3:4])[N:7]=[CH:8][N:9]=1, predict the reactants needed to synthesize it. The reactants are: [CH2:1]([O:5][C:6]1[CH:11]=[C:10](S(C)(=O)=O)[N:9]=[CH:8][N:7]=1)[C:2]#[C:3][CH3:4].C(=O)([O-])[O-].[K+].[K+].[F:22][C:23]1[CH:30]=[CH:29][CH:28]=[C:27]([F:31])[C:24]=1[CH2:25][OH:26].[Cl-].[NH4+]. (2) Given the product [C:1]([C:5]1[CH:6]=[CH:7][C:8]([N:11]2[C:15]([CH3:16])=[C:14]([C:17]([NH:19][C:20]3[CH:21]=[N:22][C:23]([CH:26]4[CH2:35][CH2:34][C:29](=[O:30])[CH2:28][CH2:27]4)=[CH:24][CH:25]=3)=[O:18])[CH:13]=[N:12]2)=[CH:9][CH:10]=1)([CH3:4])([CH3:2])[CH3:3], predict the reactants needed to synthesize it. The reactants are: [C:1]([C:5]1[CH:10]=[CH:9][C:8]([N:11]2[C:15]([CH3:16])=[C:14]([C:17]([NH:19][C:20]3[CH:21]=[N:22][C:23]([CH:26]4[CH2:35][CH2:34][C:29]5(OCC[O:30]5)[CH2:28][CH2:27]4)=[CH:24][CH:25]=3)=[O:18])[CH:13]=[N:12]2)=[CH:7][CH:6]=1)([CH3:4])([CH3:3])[CH3:2].[OH-].[Na+]. (3) Given the product [CH2:52]([O:55][C@H:56]1[CH2:60][N:59]([CH:61]([C:68]2[CH:73]=[CH:72][CH:71]=[CH:70][CH:69]=2)[C:62]2[CH:67]=[CH:66][CH:65]=[CH:64][CH:63]=2)[C@@H:58]([C@@H:74]([OH:86])[C@@H:75]([NH:85][C:10](=[O:12])[C:9]2[CH:13]=[CH:14][CH:15]=[C:7]([C:5]([N:4]([CH2:1][CH2:2][CH3:3])[CH2:16][CH2:17][CH3:18])=[O:6])[CH:8]=2)[CH2:76][C:77]2[CH:82]=[C:81]([F:83])[CH:80]=[C:79]([F:84])[CH:78]=2)[CH2:57]1)[CH:53]=[CH2:54], predict the reactants needed to synthesize it. The reactants are: [CH2:1]([N:4]([CH2:16][CH2:17][CH3:18])[C:5]([C:7]1[CH:8]=[C:9]([CH:13]=[CH:14][CH:15]=1)[C:10]([OH:12])=O)=[O:6])[CH2:2][CH3:3].CCN(C(C)C)C(C)C.CN(C(ON1N=NC2C=CC=NC1=2)=[N+](C)C)C.F[P-](F)(F)(F)(F)F.[CH2:52]([O:55][C@H:56]1[CH2:60][N:59]([CH:61]([C:68]2[CH:73]=[CH:72][CH:71]=[CH:70][CH:69]=2)[C:62]2[CH:67]=[CH:66][CH:65]=[CH:64][CH:63]=2)[C@@H:58]([C@@H:74]([OH:86])[C@@H:75]([NH2:85])[CH2:76][C:77]2[CH:82]=[C:81]([F:83])[CH:80]=[C:79]([F:84])[CH:78]=2)[CH2:57]1)[CH:53]=[CH2:54].